Dataset: Forward reaction prediction with 1.9M reactions from USPTO patents (1976-2016). Task: Predict the product of the given reaction. (1) The product is: [CH3:11][C@H:12]1[CH2:16][CH2:15][CH2:14][N:13]1[C:2]1[CH:7]=[CH:6][CH:5]=[C:4]([N+:8]([O-:10])=[O:9])[CH:3]=1. Given the reactants Br[C:2]1[CH:7]=[CH:6][CH:5]=[C:4]([N+:8]([O-:10])=[O:9])[CH:3]=1.[CH3:11][C@H:12]1[CH2:16][CH2:15][CH2:14][NH:13]1.C([O-])([O-])=O.[Cs+].[Cs+].CC(C1C=C(C(C)C)C(C2C=CC=CC=2P(C2CCCCC2)C2CCCCC2)=C(C(C)C)C=1)C, predict the reaction product. (2) Given the reactants C(O[C:6]([NH:8][CH2:9][C:10]1[CH:19]=[CH:18][C:17]2[C:12](=[CH:13][CH:14]=[C:15]([CH2:20][C:21]3[CH:22]=[C:23]([CH:28]=[CH:29][N:30]=3)[C:24]([O:26][CH3:27])=[O:25])[CH:16]=2)[N:11]=1)=[O:7])(C)(C)C.Cl.[CH3:32]COC(C)=O.C(Cl)(C)=O, predict the reaction product. The product is: [C:6]([NH:8][CH2:9][C:10]1[CH:19]=[CH:18][C:17]2[C:12](=[CH:13][CH:14]=[C:15]([CH2:20][C:21]3[CH:22]=[C:23]([CH:28]=[CH:29][N:30]=3)[C:24]([O:26][CH3:27])=[O:25])[CH:16]=2)[N:11]=1)(=[O:7])[CH3:32]. (3) Given the reactants [Br:1][C:2]1[CH:7]=[CH:6][C:5]([C:8]2[C:12]3[CH:13]=[CH:14][C:15]([OH:17])=[CH:16][C:11]=3[S:10][N:9]=2)=[CH:4][CH:3]=1.C([O-])([O-])=O.[K+].[K+].[Br:24][CH2:25][CH2:26][CH2:27][CH2:28]Br, predict the reaction product. The product is: [Br:24][CH2:25][CH2:26][CH2:27][CH2:28][O:17][C:15]1[CH:14]=[CH:13][C:12]2[C:8]([C:5]3[CH:4]=[CH:3][C:2]([Br:1])=[CH:7][CH:6]=3)=[N:9][S:10][C:11]=2[CH:16]=1. (4) Given the reactants [CH2:1]([C:3]1[CH:8]=[CH:7][C:6]([C@H:9]2[CH2:14][CH2:13][C@H:12]([CH:15]3[CH2:18][CH2:17][O:16]3)[CH2:11][CH2:10]2)=[CH:5][CH:4]=1)[CH3:2].[C:19]([O:25][C:26]([CH3:29])([CH3:28])[CH3:27])(=[O:24])[CH2:20][CH2:21][CH2:22][CH3:23], predict the reaction product. The product is: [CH2:21]([CH:20]([CH2:17][CH2:18][CH:15]([OH:16])[C@H:12]1[CH2:11][CH2:10][C@H:9]([C:6]2[CH:5]=[CH:4][C:3]([CH2:1][CH3:2])=[CH:8][CH:7]=2)[CH2:14][CH2:13]1)[C:19]([O:25][C:26]([CH3:28])([CH3:27])[CH3:29])=[O:24])[CH2:22][CH3:23]. (5) Given the reactants [Br:1][C:2]1[O:6][C:5]([C:7]([O:9]C)=[O:8])=[CH:4][C:3]=1[C:11]([CH3:14])([CH3:13])[CH3:12].CO.O.[OH-].[Na+], predict the reaction product. The product is: [Br:1][C:2]1[O:6][C:5]([C:7]([OH:9])=[O:8])=[CH:4][C:3]=1[C:11]([CH3:14])([CH3:13])[CH3:12]. (6) Given the reactants [CH2:1]([C:4]1([NH2:34])[CH2:8][CH2:7][C@@H:6]([C:9]([NH:11][C@H:12]([CH:31]([CH3:33])[CH3:32])[C:13]([N:15]2[CH2:20][CH2:19][C@@:18]([C:22]3[CH:27]=[CH:26][C:25]([Cl:28])=[CH:24][CH:23]=3)([OH:21])[C:17]([CH3:30])([CH3:29])[CH2:16]2)=[O:14])=[O:10])[CH2:5]1)[CH:2]=[CH2:3].[C:35](O[C:35]([O:37][C:38]([CH3:41])([CH3:40])[CH3:39])=[O:36])([O:37][C:38]([CH3:41])([CH3:40])[CH3:39])=[O:36].C(N(CC)CC)C, predict the reaction product. The product is: [CH2:1]([C:4]1([NH:34][C:35](=[O:36])[O:37][C:38]([CH3:41])([CH3:40])[CH3:39])[CH2:8][CH2:7][C@@H:6]([C:9](=[O:10])[NH:11][C@H:12]([CH:31]([CH3:32])[CH3:33])[C:13]([N:15]2[CH2:20][CH2:19][C@@:18]([C:22]3[CH:23]=[CH:24][C:25]([Cl:28])=[CH:26][CH:27]=3)([OH:21])[C:17]([CH3:29])([CH3:30])[CH2:16]2)=[O:14])[CH2:5]1)[CH:2]=[CH2:3].